Task: Regression. Given two drug SMILES strings and cell line genomic features, predict the synergy score measuring deviation from expected non-interaction effect.. Dataset: NCI-60 drug combinations with 297,098 pairs across 59 cell lines (1) Drug 1: COC1=C(C=C2C(=C1)N=CN=C2NC3=CC(=C(C=C3)F)Cl)OCCCN4CCOCC4. Drug 2: C1=CC(=CC=C1CCCC(=O)O)N(CCCl)CCCl. Cell line: MOLT-4. Synergy scores: CSS=41.7, Synergy_ZIP=-7.25, Synergy_Bliss=-10.5, Synergy_Loewe=-11.3, Synergy_HSA=-7.47. (2) Drug 1: C1=CC(=CC=C1CCCC(=O)O)N(CCCl)CCCl. Drug 2: CN(CCCl)CCCl.Cl. Cell line: RPMI-8226. Synergy scores: CSS=48.8, Synergy_ZIP=-0.914, Synergy_Bliss=3.06, Synergy_Loewe=-0.755, Synergy_HSA=0.740. (3) Synergy scores: CSS=6.28, Synergy_ZIP=-2.86, Synergy_Bliss=-3.25, Synergy_Loewe=-3.38, Synergy_HSA=-3.43. Drug 1: CC1=C(C=C(C=C1)NC2=NC=CC(=N2)N(C)C3=CC4=NN(C(=C4C=C3)C)C)S(=O)(=O)N.Cl. Cell line: SN12C. Drug 2: CS(=O)(=O)OCCCCOS(=O)(=O)C.